Dataset: Forward reaction prediction with 1.9M reactions from USPTO patents (1976-2016). Task: Predict the product of the given reaction. (1) Given the reactants [Cl:1][C:2]1[CH:7]=[CH:6][C:5]([SH:8])=[CH:4][CH:3]=1.Br[CH2:10][CH2:11][CH2:12][Cl:13], predict the reaction product. The product is: [Cl:1][C:2]1[CH:7]=[CH:6][C:5]([S:8][CH2:10][CH2:11][CH2:12][Cl:13])=[CH:4][CH:3]=1. (2) Given the reactants [C:1]([O-:8])(=[O:7])[CH2:2][CH2:3][C:4]([O-:6])=[O:5].CCN(C(C)C)C(C)C.CN([P+](ON1N=NC2C=CC=CC1=2)(N(C)C)N(C)C)C.F[P-](F)(F)(F)(F)F.FC(F)(F)C(O)=O.NCC[N:55]1[C:59](=[O:60])[CH:58]=[CH:57][C:56]1=[O:61], predict the reaction product. The product is: [C:1]([O-:8])(=[O:7])[CH2:2][CH2:3][C:4]([O-:6])=[O:5].[C:56]1(=[O:61])[NH:55][C:59](=[O:60])[CH:58]=[CH:57]1. (3) The product is: [Br:5][CH2:1][C:27]1[O:31][N:30]=[C:29]([C:32]([O:34][CH2:35][CH3:36])=[O:33])[CH:28]=1. Given the reactants [C:1]([Br:5])(Br)(Br)Br.C1(P(C2C=CC=CC=2)C2C=CC=CC=2)C=CC=CC=1.OC[C:27]1[O:31][N:30]=[C:29]([C:32]([O:34][CH2:35][CH3:36])=[O:33])[CH:28]=1, predict the reaction product. (4) Given the reactants [CH:1]([N-]C(C)C)(C)[CH3:2].[Li+].[I:9][C:10]1[CH:15]=[CH:14][CH:13]=[CH:12][C:11]=1[CH2:16][C:17]([OH:19])=[O:18].ICC, predict the reaction product. The product is: [I:9][C:10]1[CH:15]=[CH:14][CH:13]=[CH:12][C:11]=1[CH:16]([CH2:1][CH3:2])[C:17]([OH:19])=[O:18]. (5) Given the reactants [C:1]([CH:5]1[NH:19][C:18](=[O:20])[CH:17]([CH2:21][N:22]([O:25]CC2C=CC=CC=2)[CH:23]=[O:24])[CH2:16][CH2:15][CH2:14][CH:13]=[CH:12][CH2:11][CH2:10][CH2:9][CH2:8][NH:7][C:6]1=[O:33])([CH3:4])([CH3:3])[CH3:2].CO.[H][H], predict the reaction product. The product is: [C:1]([CH:5]1[NH:19][C:18](=[O:20])[CH:17]([CH2:21][N:22]([OH:25])[CH:23]=[O:24])[CH2:16][CH2:15][CH2:14][CH2:13][CH2:12][CH2:11][CH2:10][CH2:9][CH2:8][NH:7][C:6]1=[O:33])([CH3:4])([CH3:2])[CH3:3]. (6) Given the reactants [CH3:1][O:2][C:3]1[CH:4]=[C:5]2[O:9][C:8]([C:10]3[CH:15]=[CH:14][CH:13]=[CH:12][CH:11]=3)=[N:7][C:6]2=[C:16]([C:18]([OH:20])=O)[CH:17]=1.Cl.C(N=C=NCCCN(C)C)C.ON1C2C=CC=CC=2N=N1.Cl.Cl.[NH2:45][CH:46]1[CH2:53][CH:52]2[N:54]([CH3:55])[CH:48]([CH2:49][CH2:50][CH2:51]2)[CH2:47]1.C(N(CC)CC)C, predict the reaction product. The product is: [CH3:55][N:54]1[CH:48]2[CH2:49][CH2:50][CH2:51][CH:52]1[CH2:53][CH:46]([NH:45][C:18]([C:16]1[CH:17]=[C:3]([O:2][CH3:1])[CH:4]=[C:5]3[O:9][C:8]([C:10]4[CH:11]=[CH:12][CH:13]=[CH:14][CH:15]=4)=[N:7][C:6]=13)=[O:20])[CH2:47]2.